From a dataset of Reaction yield outcomes from USPTO patents with 853,638 reactions. Predict the reaction yield, written as a fraction of the theoretical maximum amount of product (1.0 means a 100% yield; for example, 0.34 means a 34% yield). (1) The reactants are [NH2:1][C:2]1[CH:7]=[CH:6][C:5]([C:8]([N:10]2[CH2:15][CH2:14][N:13]([CH3:16])[CH2:12][CH2:11]2)=[O:9])=[CH:4][CH:3]=1.[Br:17][C:18]1[CH:23]=[CH:22][C:21]([N:24]=[C:25]=[O:26])=[CH:20][CH:19]=1. The catalyst is C(Cl)Cl. The product is [Br:17][C:18]1[CH:23]=[CH:22][C:21]([NH:24][C:25]([NH:1][C:2]2[CH:3]=[CH:4][C:5]([C:8]([N:10]3[CH2:11][CH2:12][N:13]([CH3:16])[CH2:14][CH2:15]3)=[O:9])=[CH:6][CH:7]=2)=[O:26])=[CH:20][CH:19]=1. The yield is 0.790. (2) The reactants are [CH3:1][O:2][C:3]1[C:12]2[N:11]([CH3:13])[C:10](=[O:14])[CH:9]=[CH:8][C:7]=2[C:6]([CH:15]=O)=[CH:5][CH:4]=1.[C:17]([O:25][CH2:26][CH3:27])(=[O:24])[CH2:18][C:19]([O:21][CH2:22][CH3:23])=[O:20].N1CCCCC1.Cl. The catalyst is N1C=CC=CC=1. The product is [CH3:1][O:2][C:3]1[CH:4]=[CH:5][C:6]([CH:15]=[C:18]([C:19]([O:21][CH2:22][CH3:23])=[O:20])[C:17]([O:25][CH2:26][CH3:27])=[O:24])=[C:7]2[C:12]=1[N:11]([CH3:13])[C:10](=[O:14])[CH:9]=[CH:8]2. The yield is 0.530. (3) The reactants are [CH3:1][N:2]1[C@@H:18]2[CH2:19][C:7]3[CH:8]=[CH:9][C:10]([O:22][CH3:23])=[C:11]4[O:12][C@H:13]5[C:14]([O:20]C)=[CH:15][CH:16]=[C:17]2[C@:5]5([C:6]=34)[CH2:4][CH2:3]1.[OH2:24].OO. The catalyst is C(O)=O. The product is [CH3:1][N:2]1[C@@H:18]2[CH2:19][C:7]3[CH:8]=[CH:9][C:10]([O:22][CH3:23])=[C:11]4[O:12][C@H:13]5[C:14]([CH2:15][CH2:16][C@:17]2([OH:24])[C@:5]5([C:6]=34)[CH2:4][CH2:3]1)=[O:20]. The yield is 0.877.